This data is from Forward reaction prediction with 1.9M reactions from USPTO patents (1976-2016). The task is: Predict the product of the given reaction. (1) Given the reactants [Br:1][C:2]1[CH:3]=[C:4]([OH:11])[CH:5]=[C:6]([N+:8]([O-:10])=[O:9])[CH:7]=1.C(=O)([O-])[O-].[Cs+].[Cs+].Br[CH2:19][CH2:20][NH:21][C:22](=[O:28])[O:23][C:24]([CH3:27])([CH3:26])[CH3:25], predict the reaction product. The product is: [Br:1][C:2]1[CH:3]=[C:4]([CH:5]=[C:6]([N+:8]([O-:10])=[O:9])[CH:7]=1)[O:11][CH2:19][CH2:20][NH:21][C:22](=[O:28])[O:23][C:24]([CH3:27])([CH3:26])[CH3:25]. (2) Given the reactants [F:1][C:2]1[CH:40]=[C:39]([NH:41][C:42]([C:44]2[C:45](=[O:57])[N:46]([C:50]3[CH:55]=[CH:54][C:53]([F:56])=[CH:52][CH:51]=3)[N:47]=[CH:48][CH:49]=2)=[O:43])[CH:38]=[CH:37][C:3]=1[O:4][C:5]1[CH:10]=[CH:9][N:8]=[C:7]2[N:11]([CH2:28][C:29]3[CH:34]=[CH:33][C:32]([O:35][CH3:36])=[CH:31][CH:30]=3)[N:12]=[C:13]([O:14][CH:15]3[CH2:20][CH2:19][N:18](C(OC(C)(C)C)=O)[CH2:17][CH2:16]3)[C:6]=12.C(O)(C(F)(F)F)=O, predict the reaction product. The product is: [F:1][C:2]1[CH:40]=[C:39]([NH:41][C:42]([C:44]2[C:45](=[O:57])[N:46]([C:50]3[CH:51]=[CH:52][C:53]([F:56])=[CH:54][CH:55]=3)[N:47]=[CH:48][CH:49]=2)=[O:43])[CH:38]=[CH:37][C:3]=1[O:4][C:5]1[CH:10]=[CH:9][N:8]=[C:7]2[N:11]([CH2:28][C:29]3[CH:34]=[CH:33][C:32]([O:35][CH3:36])=[CH:31][CH:30]=3)[N:12]=[C:13]([O:14][CH:15]3[CH2:20][CH2:19][NH:18][CH2:17][CH2:16]3)[C:6]=12. (3) Given the reactants [Cl:1][C:2]1[CH:18]=[CH:17][C:5]([O:6][C:7]2[CH:16]=[CH:15][C:10]([C:11]([NH:13][CH3:14])=[O:12])=[CH:9][CH:8]=2)=[C:4]([N+:19]([O-])=O)[CH:3]=1.Cl[Sn]Cl, predict the reaction product. The product is: [NH2:19][C:4]1[CH:3]=[C:2]([Cl:1])[CH:18]=[CH:17][C:5]=1[O:6][C:7]1[CH:16]=[CH:15][C:10]([C:11]([NH:13][CH3:14])=[O:12])=[CH:9][CH:8]=1. (4) Given the reactants Cl.[Cl:2][C:3]1[CH:4]=[C:5]2[C:10](=[CH:11][CH:12]=1)[O:9][CH2:8][CH2:7][CH:6]2[NH2:13].F[C:15]1[CH:20]=[C:19]([F:21])[CH:18]=[CH:17][C:16]=1[S:22]([CH3:25])(=[O:24])=[O:23].C(N(C(C)C)CC)(C)C.O, predict the reaction product. The product is: [Cl:2][C:3]1[CH:4]=[C:5]2[C:10](=[CH:11][CH:12]=1)[O:9][CH2:8][CH2:7][CH:6]2[NH:13][C:17]1[CH:18]=[C:19]([F:21])[CH:20]=[CH:15][C:16]=1[S:22]([CH3:25])(=[O:24])=[O:23]. (5) Given the reactants [N:1]1([C:7]2[N:12]=[CH:11][NH:10][C:9](=[O:13])[CH:8]=2)[CH2:6][CH2:5][NH:4][CH2:3][CH2:2]1.[Cl:14][C:15]1[CH:16]=[C:17]([CH3:24])[C:18]([OH:23])=[C:19]([CH:22]=1)[CH:20]=O, predict the reaction product. The product is: [Cl:14][C:15]1[CH:22]=[C:19]([CH3:20])[C:18]([OH:23])=[C:17]([CH:16]=1)[CH2:24][N:4]1[CH2:5][CH2:6][N:1]([C:7]2[N:12]=[CH:11][NH:10][C:9](=[O:13])[CH:8]=2)[CH2:2][CH2:3]1. (6) The product is: [N:1]1([C:10]2[O:11][C:12]3[CH:18]=[C:17]([CH2:19][C:20]([OH:22])=[O:21])[CH:16]=[CH:15][C:13]=3[N:14]=2)[C:9]2[C:4](=[CH:5][CH:6]=[CH:7][CH:8]=2)[CH2:3][CH2:2]1. Given the reactants [N:1]1([C:10]2[O:11][C:12]3[CH:18]=[C:17]([CH2:19][C:20]([O:22]C)=[O:21])[CH:16]=[CH:15][C:13]=3[N:14]=2)[C:9]2[C:4](=[CH:5][CH:6]=[CH:7][CH:8]=2)[CH2:3][CH2:2]1.[OH-].[Na+], predict the reaction product. (7) Given the reactants [CH:1]1([CH2:4][O:5][C:6]2[CH:7]=[C:8]([CH:11]=[CH:12][C:13]=2[O:14][CH:15]([F:17])[F:16])[CH:9]=[O:10])[CH2:3][CH2:2]1.S(=O)(=O)([OH:20])N.[Cl-].[Na+], predict the reaction product. The product is: [CH:1]1([CH2:4][O:5][C:6]2[CH:7]=[C:8]([CH:11]=[CH:12][C:13]=2[O:14][CH:15]([F:16])[F:17])[C:9]([OH:20])=[O:10])[CH2:3][CH2:2]1. (8) Given the reactants [NH2:1][C:2]1[N:6]([CH2:7][CH2:8][CH2:9][CH2:10]O)[C:5]2[C:12]([CH:17]([CH2:20][CH3:21])[CH2:18][CH3:19])=[CH:13][CH:14]=[C:15]([Cl:16])[C:4]=2[N:3]=1.CS(Cl)(=O)=O.C(=O)(O)[O-].[Na+].C(=O)([O-])[O-].[K+].[K+], predict the reaction product. The product is: [Cl:16][C:15]1[C:4]2[N:3]=[C:2]3[NH:1][CH2:10][CH2:9][CH2:8][CH2:7][N:6]3[C:5]=2[C:12]([CH:17]([CH2:20][CH3:21])[CH2:18][CH3:19])=[CH:13][CH:14]=1. (9) The product is: [CH3:20][C:21]1[CH:26]=[CH:25][CH:24]=[CH:23][C:22]=1[C:2]1[C:12]2[O:11][CH2:10][CH2:9][N:8]([C:13]([O:15][C:16]([CH3:19])([CH3:18])[CH3:17])=[O:14])[CH2:7][C:6]=2[CH:5]=[CH:4][CH:3]=1. Given the reactants Br[C:2]1[C:12]2[O:11][CH2:10][CH2:9][N:8]([C:13]([O:15][C:16]([CH3:19])([CH3:18])[CH3:17])=[O:14])[CH2:7][C:6]=2[CH:5]=[CH:4][CH:3]=1.[CH3:20][C:21]1[CH:26]=[CH:25][CH:24]=[CH:23][C:22]=1B(O)O.O, predict the reaction product.